Dataset: Reaction yield outcomes from USPTO patents with 853,638 reactions. Task: Predict the reaction yield, written as a fraction of the theoretical maximum amount of product (1.0 means a 100% yield; for example, 0.34 means a 34% yield). (1) The reactants are [N:1]([C@@H:4]1[CH2:8][CH2:7][NH:6][C@@H:5]1[C:9]([NH:11][C@@H:12]([CH2:17][C:18]1[CH:27]=[CH:26][C:25]2[C:20](=[CH:21][CH:22]=[CH:23][CH:24]=2)[CH:19]=1)[C:13]([O:15][CH3:16])=[O:14])=[O:10])=[N+:2]=[N-:3].CN1CCOCC1.N1C2C(=NC=CC=2)N(O)N=1.[C:45]([O:49][C:50]([NH:52][C@@H:53]([C:57]([CH3:60])([CH3:59])[CH3:58])[C:54](O)=[O:55])=[O:51])([CH3:48])([CH3:47])[CH3:46].C(Cl)CCl. The catalyst is C(Cl)Cl. The product is [N:1]([C@@H:4]1[CH2:8][CH2:7][N:6]([C:54](=[O:55])[C@@H:53]([NH:52][C:50]([O:49][C:45]([CH3:48])([CH3:47])[CH3:46])=[O:51])[C:57]([CH3:60])([CH3:59])[CH3:58])[C@@H:5]1[C:9]([NH:11][C@@H:12]([CH2:17][C:18]1[CH:27]=[CH:26][C:25]2[C:20](=[CH:21][CH:22]=[CH:23][CH:24]=2)[CH:19]=1)[C:13]([O:15][CH3:16])=[O:14])=[O:10])=[N+:2]=[N-:3]. The yield is 0.880. (2) The reactants are [CH3:1][C:2]1[C:3]2[N:4]([N:9]=[C:10]([C:16]([O:18][CH3:19])=[O:17])[C:11]=2C(OC)=O)[C:5]([CH3:8])=[CH:6][N:7]=1.CO. The yield is 0.800. The catalyst is S(=O)(=O)(O)O.O. The product is [CH3:1][C:2]1[C:3]2[N:4]([N:9]=[C:10]([C:16]([O:18][CH3:19])=[O:17])[CH:11]=2)[C:5]([CH3:8])=[CH:6][N:7]=1.